Dataset: Forward reaction prediction with 1.9M reactions from USPTO patents (1976-2016). Task: Predict the product of the given reaction. (1) Given the reactants CS(C)=O.[CH3:5][N:6]([CH3:12])[C@H:7]1[CH2:11][CH2:10][NH:9][CH2:8]1.[C:13]([N:16]1[CH2:21][CH2:20][N:19]([C:22]([C:24]2[O:25][C:26]3[C:27](=[C:29](C#N)[C:30]([CH3:40])=[C:31]([C:34]4[CH:39]=[CH:38][CH:37]=[CH:36][CH:35]=4)[C:32]=3F)[N:28]=2)=[O:23])[CH2:18][CH2:17]1)(=[O:15])[CH3:14].[CH2:43]([N:45](CC)CC)C, predict the reaction product. The product is: [C:13]([N:16]1[CH2:21][CH2:20][N:19]([C:22]([C:24]2([C:43]#[N:45])[NH:28][C:27]3[CH:29]=[C:30]([CH3:40])[C:31]([C:34]4[CH:39]=[CH:38][CH:37]=[CH:36][CH:35]=4)=[C:32]([N:9]4[CH2:10][CH2:11][C@H:7]([N:6]([CH3:12])[CH3:5])[CH2:8]4)[C:26]=3[O:25]2)=[O:23])[CH2:18][CH2:17]1)(=[O:15])[CH3:14]. (2) Given the reactants Br[CH2:2][CH:3]1[O:8][C:7]2[CH:9]=[C:10]([S:13]([CH3:16])(=[O:15])=[O:14])[CH:11]=[CH:12][C:6]=2[CH2:5][O:4]1.[CH2:17]([NH2:21])[CH2:18][CH2:19][CH3:20].CCO, predict the reaction product. The product is: [CH3:16][S:13]([C:10]1[CH:11]=[CH:12][C:6]2[CH2:5][O:4][CH:3]([CH2:2][NH:21][CH2:17][CH2:18][CH2:19][CH3:20])[O:8][C:7]=2[CH:9]=1)(=[O:15])=[O:14]. (3) The product is: [F:1][C:2]1[CH:3]=[C:4]([CH:5]=[C:6]([F:8])[CH:7]=1)[O:9][CH:13]1[CH2:14][CH2:15][O:10][CH2:11][CH2:12]1. Given the reactants [F:1][C:2]1[CH:3]=[C:4]([OH:9])[CH:5]=[C:6]([F:8])[CH:7]=1.[O:10]1[CH2:15][CH2:14][CH:13](O)[CH2:12][CH2:11]1.C1(P(C2C=CC=CC=2)C2C=CC=CC=2)C=CC=CC=1.CC(OC(/N=N/C(OC(C)C)=O)=O)C, predict the reaction product. (4) Given the reactants Br[C:2]1[CH:8]=[CH:7][C:5]([NH2:6])=[C:4]([N+:9]([O-:11])=[O:10])[CH:3]=1.[CH2:12]([O:19][C:20]([NH:22][CH2:23][CH2:24][B-](F)(F)F)=[O:21])[C:13]1[CH:18]=[CH:17][CH:16]=[CH:15][CH:14]=1.[K+].C1(P(C2CCCCC2)C2C=CC=CC=2C2C(OC)=CC=CC=2OC)CCCCC1.C([O-])([O-])=O.[Cs+].[Cs+], predict the reaction product. The product is: [CH2:12]([O:19][C:20](=[O:21])[NH:22][CH2:23][CH2:24][C:2]1[CH:8]=[CH:7][C:5]([NH2:6])=[C:4]([N+:9]([O-:11])=[O:10])[CH:3]=1)[C:13]1[CH:18]=[CH:17][CH:16]=[CH:15][CH:14]=1. (5) The product is: [OH:4][C:3]([C:5]1[CH:10]=[CH:9][CH:8]=[CH:7][C:6]=1[N:11]([CH2:21][CH2:22][C:23]([F:26])([F:25])[F:24])[S:12]([C:15]1[CH:20]=[CH:19][CH:18]=[CH:17][CH:16]=1)(=[O:14])=[O:13])([C:2]([F:1])([F:27])[F:28])[C:48]#[C:49][C:51]1[CH:56]=[CH:55][C:54]([S:36]([CH3:39])(=[O:38])=[O:37])=[CH:53][CH:52]=1. Given the reactants [F:1][C:2]([F:28])([F:27])[C:3]([C:5]1[CH:10]=[CH:9][CH:8]=[CH:7][C:6]=1[N:11]([CH2:21][CH2:22][C:23]([F:26])([F:25])[F:24])[S:12]([C:15]1[CH:20]=[CH:19][CH:18]=[CH:17][CH:16]=1)(=[O:14])=[O:13])=[O:4].[H-].[Na+].FC(F)(F)CCN[S:36]([C:39]1C=CC=CC=1)(=[O:38])=[O:37].F[C:48](F)(F)[C:49]([C:51]1[CH:56]=[CH:55][CH:54]=[CH:53][C:52]=1F)=O, predict the reaction product. (6) Given the reactants [NH2:1][C:2]1[N:7]=[C:6]([C:8]2[CH:13]=[C:12]([Br:14])[CH:11]=[CH:10][C:9]=2[OH:15])[CH:5]=[C:4]([NH:16][C:17]2[CH:22]=[CH:21][C:20]([Cl:23])=[CH:19][CH:18]=2)[N:3]=1.[Cl:24][C:25]1[CH:32]=[CH:31][C:28]([CH2:29]Cl)=[CH:27][CH:26]=1.C(=O)([O-])[O-].[Cs+].[Cs+].[I-].[K+], predict the reaction product. The product is: [Br:14][C:12]1[CH:11]=[CH:10][C:9]([O:15][CH2:29][C:28]2[CH:31]=[CH:32][C:25]([Cl:24])=[CH:26][CH:27]=2)=[C:8]([C:6]2[N:7]=[C:2]([NH2:1])[N:3]=[C:4]([NH:16][C:17]3[CH:22]=[CH:21][C:20]([Cl:23])=[CH:19][CH:18]=3)[CH:5]=2)[CH:13]=1. (7) Given the reactants [Si:1]([O:18][CH2:19][C:20]([O:22]CC)=O)([C:14]([CH3:17])([CH3:16])[CH3:15])([C:8]1[CH:13]=[CH:12][CH:11]=[CH:10][CH:9]=1)[C:2]1[CH:7]=[CH:6][CH:5]=[CH:4][CH:3]=1.[CH2:25]([Mg]Cl)[CH2:26][CH3:27].[Cl-].[NH4+], predict the reaction product. The product is: [Si:1]([O:18][CH2:19][C:20]1([OH:22])[CH2:25][CH:26]1[CH3:27])([C:14]([CH3:17])([CH3:15])[CH3:16])([C:2]1[CH:7]=[CH:6][CH:5]=[CH:4][CH:3]=1)[C:8]1[CH:13]=[CH:12][CH:11]=[CH:10][CH:9]=1.